This data is from Acute oral toxicity (LD50) regression data from Zhu et al.. The task is: Regression/Classification. Given a drug SMILES string, predict its toxicity properties. Task type varies by dataset: regression for continuous values (e.g., LD50, hERG inhibition percentage) or binary classification for toxic/non-toxic outcomes (e.g., AMES mutagenicity, cardiotoxicity, hepatotoxicity). Dataset: ld50_zhu. (1) The molecule is O=C(O)c1ccc([N+](=O)[O-])cc1. The rat oral LD50 is 1.93, given as -log10 of the dose in mol/kg body weight (higher means more acutely toxic). (2) The molecule is CCCCCOP(=O)(OCCCCC)OCCCCC. The rat oral LD50 is 1.12, given as -log10 of the dose in mol/kg body weight (higher means more acutely toxic).